Dataset: Catalyst prediction with 721,799 reactions and 888 catalyst types from USPTO. Task: Predict which catalyst facilitates the given reaction. (1) Reactant: [F:1][C:2]1[CH:7]=[CH:6][C:5]([N:8]2[C:11](=[O:12])[C@H:10]([S:13][CH2:14][C:15]([C:17]3[CH:22]=[CH:21][C:20]([F:23])=[CH:19][CH:18]=3)=[O:16])[C@H:9]2[C:24]2[CH:42]=[CH:41][C:27]([O:28][CH2:29][C:30]([NH:32][CH2:33][C:34]([NH:36][CH2:37][C:38]([OH:40])=[O:39])=[O:35])=[O:31])=[CH:26][CH:25]=2)=[CH:4][CH:3]=1.[BH4-].[Na+].C([O-])(=O)C.[NH4+]. Product: [F:1][C:2]1[CH:7]=[CH:6][C:5]([N:8]2[C:11](=[O:12])[C@H:10]([S:13][CH2:14][CH:15]([C:17]3[CH:18]=[CH:19][C:20]([F:23])=[CH:21][CH:22]=3)[OH:16])[C@H:9]2[C:24]2[CH:25]=[CH:26][C:27]([O:28][CH2:29][C:30]([NH:32][CH2:33][C:34]([NH:36][CH2:37][C:38]([OH:40])=[O:39])=[O:35])=[O:31])=[CH:41][CH:42]=2)=[CH:4][CH:3]=1. The catalyst class is: 5. (2) Reactant: CC(C[AlH]CC(C)C)C.[Cl:10][C:11]1[C:12]([C:21]2[CH:22]=[N:23][C:24]([C:27]([F:30])([F:29])[F:28])=[N:25][CH:26]=2)=[CH:13][C:14]([C:17](OC)=[O:18])=[N:15][CH:16]=1. Product: [Cl:10][C:11]1[C:12]([C:21]2[CH:26]=[N:25][C:24]([C:27]([F:29])([F:30])[F:28])=[N:23][CH:22]=2)=[CH:13][C:14]([CH:17]=[O:18])=[N:15][CH:16]=1. The catalyst class is: 4. (3) Reactant: Cl[C:2]1[N:7]=[C:6]([C:8]2[S:12][C:11]([CH2:13][S:14]([C:17]([CH3:20])([CH3:19])[CH3:18])(=[O:16])=[O:15])=[N:10][C:9]=2[C:21]2[CH:22]=[C:23]([NH:27][C:28](=[O:37])[C:29]3[C:34]([F:35])=[CH:33][CH:32]=[CH:31][C:30]=3[F:36])[CH:24]=[CH:25][CH:26]=2)[CH:5]=[CH:4][N:3]=1.Cl.[Cl:39][C:40]1[CH:41]=[C:42]([NH2:54])[CH:43]=[CH:44][C:45]=1[O:46][CH2:47][CH2:48][N:49]1[CH2:53][CH2:52][CH2:51][CH2:50]1. Product: [Cl:39][C:40]1[CH:41]=[C:42]([NH:54][C:2]2[N:7]=[C:6]([C:8]3[S:12][C:11]([CH2:13][S:14]([C:17]([CH3:18])([CH3:20])[CH3:19])(=[O:16])=[O:15])=[N:10][C:9]=3[C:21]3[CH:22]=[C:23]([NH:27][C:28](=[O:37])[C:29]4[C:34]([F:35])=[CH:33][CH:32]=[CH:31][C:30]=4[F:36])[CH:24]=[CH:25][CH:26]=3)[CH:5]=[CH:4][N:3]=2)[CH:43]=[CH:44][C:45]=1[O:46][CH2:47][CH2:48][N:49]1[CH2:50][CH2:51][CH2:52][CH2:53]1. The catalyst class is: 41. (4) Reactant: [CH3:1][C:2]1[C:11]([N:12]2[C:16]3[CH:17]=[CH:18][CH:19]=[CH:20][C:15]=3[N:14]=[C:13]2[C:21]([F:24])([F:23])[F:22])=[CH:10][CH:9]=[CH:8][C:3]=1[C:4](OC)=[O:5].[H-].C([Al+]CC(C)C)C(C)C.C1(C)C=CC=CC=1.O.O.O.O.O.O.O.O.O.O.[O-]S([O-])(=O)=O.[Na+].[Na+]. Product: [CH3:1][C:2]1[C:11]([N:12]2[C:16]3[CH:17]=[CH:18][CH:19]=[CH:20][C:15]=3[N:14]=[C:13]2[C:21]([F:24])([F:23])[F:22])=[CH:10][CH:9]=[CH:8][C:3]=1[CH2:4][OH:5]. The catalyst class is: 7. (5) Reactant: [OH-].[K+].[OH:3][NH:4][C:5]([O:7][CH2:8][CH3:9])=[O:6].Br[C:11](Br)([CH3:13])[CH3:12]. Product: [CH2:8]([O:7][C:5]([N:4]1[CH2:13][CH2:11][CH2:12][O:3]1)=[O:6])[CH3:9]. The catalyst class is: 8. (6) Reactant: [Br:1][C:2]1[CH:3]=[C:4]([CH3:19])[C:5]2[N:9]=[C:8]([C:10]3[C:11](=[O:17])[NH:12][CH:13]=[CH:14][C:15]=3Cl)[NH:7][C:6]=2[CH:18]=1.[NH2:20][C@@H:21]([CH2:24][C:25]1[CH:30]=[CH:29][CH:28]=[CH:27][CH:26]=1)[CH2:22][OH:23].CN1CCOCC1. Product: [CH2:24]([C@H:21]([NH:20][C:15]1[CH:14]=[CH:13][NH:12][C:11](=[O:17])[C:10]=1[C:8]1[NH:7][C:6]2[CH:18]=[C:2]([Br:1])[CH:3]=[C:4]([CH3:19])[C:5]=2[N:9]=1)[CH2:22][OH:23])[C:25]1[CH:30]=[CH:29][CH:28]=[CH:27][CH:26]=1. The catalyst class is: 3.